Dataset: Forward reaction prediction with 1.9M reactions from USPTO patents (1976-2016). Task: Predict the product of the given reaction. (1) Given the reactants [Cl:1][C:2]1[CH:7]=[C:6]([Cl:8])[CH:5]=[CH:4][C:3]=1[CH2:9][CH2:10][O:11][C:12]1[CH:13]=[C:14]([CH:18]=[CH:19][C:20]=1[O:21][CH3:22])[C:15]([OH:17])=O.[N:23]1[CH:28]=[CH:27][C:26]([CH2:29][N:30]2[CH2:35][CH2:34][NH:33][CH2:32][CH2:31]2)=[CH:25][CH:24]=1.[B-](F)(F)(F)F.CCOC(C(C#N)=NOC(N(C)C)=[N+](C)C)=O, predict the reaction product. The product is: [Cl:1][C:2]1[CH:7]=[C:6]([Cl:8])[CH:5]=[CH:4][C:3]=1[CH2:9][CH2:10][O:11][C:12]1[CH:13]=[C:14]([C:15]([N:33]2[CH2:34][CH2:35][N:30]([CH2:29][C:26]3[CH:25]=[CH:24][N:23]=[CH:28][CH:27]=3)[CH2:31][CH2:32]2)=[O:17])[CH:18]=[CH:19][C:20]=1[O:21][CH3:22]. (2) Given the reactants [CH:1]1([Ru:6][CH:7]2[CH:11]=[CH:10][CH:9]=[CH:8]2)[CH:5]=[CH:4][CH:3]=[CH:2]1.[Cl-].[Al+3].[Cl-].[Cl-].[C:16](O)([CH3:19])([CH3:18])[CH3:17], predict the reaction product. The product is: [C:16]([Ru:6]([CH:1]1[CH:2]=[CH:3][CH:4]=[CH:5]1)[CH:7]1[CH:11]=[CH:10][CH:9]=[CH:8]1)([CH3:19])([CH3:18])[CH3:17]. (3) Given the reactants [C:1]([O:5][C:6]([N:8]1[CH2:13][CH2:12][CH:11]([CH2:14][CH2:15][C:16]([N:18]2[CH2:23][CH2:22][CH2:21][C@@H:20]([C:24](=[O:46])[NH:25][CH:26]([C:32]3[CH:33]=[C:34]([C:39]4[CH:44]=[CH:43][C:42]([OH:45])=[CH:41][CH:40]=4)[CH:35]=[C:36]([F:38])[CH:37]=3)[CH2:27][C:28]([O:30][CH3:31])=[O:29])[CH2:19]2)=[O:17])[CH2:10][CH2:9]1)=[O:7])([CH3:4])([CH3:3])[CH3:2].C(=O)([O-])[O-].[Cs+].[Cs+].[C:53]1([CH3:76])[CH:58]=[CH:57][C:56]([S:59]([O:62][CH2:63][CH2:64]OS(C2C=CC(C)=CC=2)(=O)=O)(=[O:61])=[O:60])=[CH:55][CH:54]=1, predict the reaction product. The product is: [F:38][C:36]1[CH:37]=[C:32]([CH:26]([NH:25][C:24]([C@@H:20]2[CH2:21][CH2:22][CH2:23][N:18]([C:16](=[O:17])[CH2:15][CH2:14][CH:11]3[CH2:12][CH2:13][N:8]([C:6]([O:5][C:1]([CH3:4])([CH3:2])[CH3:3])=[O:7])[CH2:9][CH2:10]3)[CH2:19]2)=[O:46])[CH2:27][C:28]([O:30][CH3:31])=[O:29])[CH:33]=[C:34]([C:39]2[CH:40]=[CH:41][C:42]([O:45][CH2:64][CH2:63][O:62][S:59]([C:56]3[CH:57]=[CH:58][C:53]([CH3:76])=[CH:54][CH:55]=3)(=[O:61])=[O:60])=[CH:43][CH:44]=2)[CH:35]=1. (4) Given the reactants [CH2:1]([C:3]1[C:8](=[O:9])[NH:7][C:6]([CH3:10])=[C:5]([C:11]2[S:15][C:14]([S:16](Cl)(=[O:18])=[O:17])=[CH:13][CH:12]=2)[CH:4]=1)[CH3:2].[CH3:20][NH:21][CH3:22], predict the reaction product. The product is: [CH3:20][N:21]([CH3:22])[S:16]([C:14]1[S:15][C:11]([C:5]2[CH:4]=[C:3]([CH2:1][CH3:2])[C:8](=[O:9])[NH:7][C:6]=2[CH3:10])=[CH:12][CH:13]=1)(=[O:18])=[O:17]. (5) Given the reactants Br[CH2:2][C:3]1[CH:4]=[C:5]([NH2:12])[CH:6]=[C:7]([N+:9]([O-:11])=[O:10])[CH:8]=1.C(N(CC)CC)C.[NH:20]1[CH2:25][CH2:24][O:23][CH2:22][CH2:21]1, predict the reaction product. The product is: [N:20]1([CH2:2][C:3]2[CH:4]=[C:5]([NH2:12])[CH:6]=[C:7]([N+:9]([O-:11])=[O:10])[CH:8]=2)[CH2:25][CH2:24][O:23][CH2:22][CH2:21]1. (6) Given the reactants [CH3:1][O:2][C:3](=[O:19])[C:4]1[CH:9]=[CH:8][CH:7]=[C:6]([CH2:10][N:11]2[C:16](=[O:17])[CH:15]=[CH:14][C:13](Cl)=[N:12]2)[CH:5]=1.[CH2:20]([OH:24])[CH2:21][CH:22]=[CH2:23].C(=O)([O-])[O-].[Cs+].[Cs+].C(P(C(C)(C)C)C1C=CC2C(=CC=CC=2)C=1C1C2C(=CC=CC=2)C=CC=1)(C)(C)C, predict the reaction product. The product is: [CH3:1][O:2][C:3](=[O:19])[C:4]1[CH:9]=[CH:8][CH:7]=[C:6]([CH2:10][N:11]2[C:16](=[O:17])[CH:15]=[CH:14][C:13]([O:24][CH2:20][CH2:21][CH:22]=[CH2:23])=[N:12]2)[CH:5]=1. (7) Given the reactants Cl.[NH:2]1[C:10]2[C:5](=[C:6]([N:11]3[CH2:16][CH2:15][NH:14][CH2:13][CH2:12]3)[CH:7]=[CH:8][CH:9]=2)[CH:4]=[CH:3]1.C(=O)([O-])[O-].[K+].[K+].[C:23](O[C:23]([O:25][C:26]([CH3:29])([CH3:28])[CH3:27])=[O:24])([O:25][C:26]([CH3:29])([CH3:28])[CH3:27])=[O:24].C(OCC)(=O)C, predict the reaction product. The product is: [C:26]([O:25][C:23]([N:14]1[CH2:15][CH2:16][N:11]([C:6]2[CH:7]=[CH:8][CH:9]=[C:10]3[C:5]=2[CH:4]=[CH:3][NH:2]3)[CH2:12][CH2:13]1)=[O:24])([CH3:29])([CH3:28])[CH3:27].